Dataset: Reaction yield outcomes from USPTO patents with 853,638 reactions. Task: Predict the reaction yield, written as a fraction of the theoretical maximum amount of product (1.0 means a 100% yield; for example, 0.34 means a 34% yield). The product is [NH2:1][C:2]1[C:11]([OH:12])=[C:10]2[C:5]([C:6](=[O:21])[C:7]([I:20])=[C:8]([C:14]3[CH:19]=[CH:18][CH:17]=[CH:16][CH:15]=3)[O:9]2)=[CH:4][CH:3]=1. The yield is 0.850. The reactants are [NH2:1][C:2]1[C:11]([O:12]C)=[C:10]2[C:5]([C:6](=[O:21])[C:7]([I:20])=[C:8]([C:14]3[CH:19]=[CH:18][CH:17]=[CH:16][CH:15]=3)[O:9]2)=[CH:4][CH:3]=1.B(Br)(Br)Br. The catalyst is C(Cl)Cl.